From a dataset of Kinase inhibitor bioactivity data combining Ki, Kd, and IC50 measurements. Regression. Given a target protein amino acid sequence and a drug SMILES string, predict the binding affinity score between them. We predict KIBA score (integrated kinase binding score). Dataset: kiba. (1) The small molecule is Cc1cc(Nc2ncc(C(=O)Nc3c(C)cccc3Cl)s2)nc(C)n1. The target protein (P08631) has sequence MGGRSSCEDPGCPRDEERAPRMGCMKSKFLQVGGNTFSKTETSASPHCPVYVPDPTSTIKPGPNSHNSNTPGIREAGSEDIIVVALYDYEAIHHEDLSFQKGDQMVVLEESGEWWKARSLATRKEGYIPSNYVARVDSLETEEWFFKGISRKDAERQLLAPGNMLGSFMIRDSETTKGSYSLSVRDYDPRQGDTVKHYKIRTLDNGGFYISPRSTFSTLQELVDHYKKGNDGLCQKLSVPCMSSKPQKPWEKDAWEIPRESLKLEKKLGAGQFGEVWMATYNKHTKVAVKTMKPGSMSVEAFLAEANVMKTLQHDKLVKLHAVVTKEPIYIITEFMAKGSLLDFLKSDEGSKQPLPKLIDFSAQIAEGMAFIEQRNYIHRDLRAANILVSASLVCKIADFGLARVIEDNEYTAREGAKFPIKWTAPEAINFGSFTIKSDVWSFGILLMEIVTYGRIPYPGMSNPEVIRALERGYRMPRPENCPEELYNIMMRCWKNRPEE.... The KIBA score is 14.8. (2) The target protein (P06239) has sequence MGCGCSSHPEDDWMENIDVCENCHYPIVPLDGKGTLLIRNGSEVRDPLVTYEGSNPPASPLQDNLVIALHSYEPSHDGDLGFEKGEQLRILEQSGEWWKAQSLTTGQEGFIPFNFVAKANSLEPEPWFFKNLSRKDAERQLLAPGNTHGSFLIRESESTAGSFSLSVRDFDQNQGEVVKHYKIRNLDNGGFYISPRITFPGLHELVRHYTNASDGLCTRLSRPCQTQKPQKPWWEDEWEVPRETLKLVERLGAGQFGEVWMGYYNGHTKVAVKSLKQGSMSPDAFLAEANLMKQLQHQRLVRLYAVVTQEPIYIITEYMENGSLVDFLKTPSGIKLTINKLLDMAAQIAEGMAFIEERNYIHRDLRAANILVSDTLSCKIADFGLARLIEDNEYTAREGAKFPIKWTAPEAINYGTFTIKSDVWSFGILLTEIVTHGRIPYPGMTNPEVIQNLERGYRMVRPDNCPEELYQLMRLCWKERPEDRPTFDYLRSVLEDFFTA.... The KIBA score is 12.6. The compound is Clc1ccc(CNc2ccc3nnc(-c4ccccc4)n3n2)cc1. (3) The drug is COc1cc(S(C)(=O)=O)c(OC)cc1CC(=O)Nc1cc(N)c(C#N)c(OC(C)C)n1. The target protein (Q9H2X6) has sequence MAPVYEGMASHVQVFSPHTLQSSAFCSVKKLKIEPSSNWDMTGYGSHSKVYSQSKNIPLSQPATTTVSTSLPVPNPSLPYEQTIVFPGSTGHIVVTSASSTSVTGQVLGGPHNLMRRSTVSLLDTYQKCGLKRKSEEIENTSSVQIIEEHPPMIQNNASGATVATATTSTATSKNSGSNSEGDYQLVQHEVLCSMTNTYEVLEFLGRGTFGQVVKCWKRGTNEIVAIKILKNHPSYARQGQIEVSILARLSTESADDYNFVRAYECFQHKNHTCLVFEMLEQNLYDFLKQNKFSPLPLKYIRPVLQQVATALMKLKSLGLIHADLKPENIMLVDPSRQPYRVKVIDFGSASHVSKAVCSTYLQSRYYRAPEIILGLPFCEAIDMWSLGCVIAELFLGWPLYPGASEYDQIRYISQTQGLPAEYLLSAGTKTTRFFNRDTDSPYPLWRLKTPDDHEAETGIKSKEARKYIFNCLDDMAQVNMTTDLEGSDMLVEKADRREF.... The KIBA score is 11.6. (4) The drug is Cn1cc(C(CN)c2cncc(C=Cc3ccncc3)c2)c2ccccc21. The target protein (Q9H4B4) has sequence MEPAAGFLSPRPFQRAAAAPAPPAGPGPPPSALRGPELEMLAGLPTSDPGRLITDPRSGRTYLKGRLLGKGGFARCYEATDTETGSAYAVKVIPQSRVAKPHQREKILNEIELHRDLQHRHIVRFSHHFEDADNIYIFLELCSRKSLAHIWKARHTLLEPEVRYYLRQILSGLKYLHQRGILHRDLKLGNFFITENMELKVGDFGLAARLEPPEQRKKTICGTPNYVAPEVLLRQGHGPEADVWSLGCVMYTLLCGSPPFETADLKETYRCIKQVHYTLPASLSLPARQLLAAILRASPRDRPSIDQILRHDFFTKGYTPDRLPISSCVTVPDLTPPNPARSLFAKVTKSLFGRKKKSKNHAQERDEVSGLVSGLMRTSVGHQDARPEAPAASGPAPVSLVETAPEDSSPRGTLASSGDGFEEGLTVATVVESALCALRNCIAFMPPAEQNPAPLAQPEPLVWVSKWVDYSNKFGFGYQLSSRRVAVLFNDGTHMALSAN.... The KIBA score is 11.2. (5) The small molecule is CCOC(=O)c1ccc2[nH]c3c(c2c1)CCNC3=O. The target protein (Q9UEE5) has sequence MIPLEKPGSGGSSPGATSGSGRAGRGLSGPCRPPPPPQARGLLTEIRAVVRTEPFQDGYSLCPGRELGRGKFAVVRKCIKKDSGKEFAAKFMRKRRKGQDCRMEIIHEIAVLELAQDNPWVINLHEVYETASEMILVLEYAAGGEIFDQCVADREEAFKEKDVQRLMRQILEGVHFLHTRDVVHLDLKPQNILLTSESPLGDIKIVDFGLSRILKNSEELREIMGTPEYVAPEILSYDPISMATDMWSIGVLTYVMLTGISPFLGNDKQETFLNISQMNLSYSEEEFDVLSESAVDFIRTLLVKKPEDRATAEECLKHPWLTQSSIQEPSFRMEKALEEANALQEGHSVPEINSDTDKSETKESIVTEELIVVTSYTLGQCRQSEKEKMEQKAISKRFKFEEPLLQEIPGEFIY. The KIBA score is 12.9. (6) The drug is N=c1ccc(-c2ccccc2)nn1CCCCCCCCCCC(=O)Nc1ccc(-c2ccccc2)nn1. The target protein (P05129) has sequence MAGLGPGVGDSEGGPRPLFCRKGALRQKVVHEVKSHKFTARFFKQPTFCSHCTDFIWGIGKQGLQCQVCSFVVHRRCHEFVTFECPGAGKGPQTDDPRNKHKFRLHSYSSPTFCDHCGSLLYGLVHQGMKCSCCEMNVHRRCVRSVPSLCGVDHTERRGRLQLEIRAPTADEIHVTVGEARNLIPMDPNGLSDPYVKLKLIPDPRNLTKQKTRTVKATLNPVWNETFVFNLKPGDVERRLSVEVWDWDRTSRNDFMGAMSFGVSELLKAPVDGWYKLLNQEEGEYYNVPVADADNCSLLQKFEACNYPLELYERVRMGPSSSPIPSPSPSPTDPKRCFFGASPGRLHISDFSFLMVLGKGSFGKVMLAERRGSDELYAIKILKKDVIVQDDDVDCTLVEKRVLALGGRGPGGRPHFLTQLHSTFQTPDRLYFVMEYVTGGDLMYHIQQLGKFKEPHAAFYAAEIAIGLFFLHNQGIIYRDLKLDNVMLDAEGHIKITDFG.... The KIBA score is 11.6.